Dataset: Full USPTO retrosynthesis dataset with 1.9M reactions from patents (1976-2016). Task: Predict the reactants needed to synthesize the given product. (1) Given the product [CH3:1][O:20][C:19]([C:10]1[C:9]([Br:8])=[CH:14][N:13]=[C:12]([C:15]([CH3:16])([CH3:17])[CH3:18])[N:11]=1)=[O:21], predict the reactants needed to synthesize it. The reactants are: [CH3:1][Si](C=[N+]=[N-])(C)C.[Br:8][C:9]1[C:10]([C:19]([OH:21])=[O:20])=[N:11][C:12]([C:15]([CH3:18])([CH3:17])[CH3:16])=[N:13][CH:14]=1. (2) Given the product [CH2:31]([N:33]1[CH2:37][CH:36]([CH2:38][N:5]2[C:1](=[O:11])[C:2]3[C:3](=[CH:7][CH:8]=[CH:9][CH:10]=3)[C:4]2=[O:6])[CH2:35][S:34]1(=[O:41])=[O:40])[CH3:32], predict the reactants needed to synthesize it. The reactants are: [C:1]1(=[O:11])[NH:5][C:4](=[O:6])[C:3]2=[CH:7][CH:8]=[CH:9][CH:10]=[C:2]12.C1(P(C2C=CC=CC=2)C2C=CC=CC=2)C=CC=CC=1.[CH2:31]([N:33]1[CH2:37][CH:36]([CH2:38]O)[CH2:35][S:34]1(=[O:41])=[O:40])[CH3:32].CC(OC(/N=N/C(OC(C)C)=O)=O)C. (3) Given the product [F:14][CH:15]1[CH:22]([CH2:9][C:10]([O:12][CH3:13])=[O:11])[CH2:21][CH:20]2[NH:24][CH:16]1[CH2:17][O:18][CH2:19]2, predict the reactants needed to synthesize it. The reactants are: [H-].[Na+].COP([CH2:9][C:10]([O:12][CH3:13])=[O:11])(OC)=O.[F:14][CH:15]1[C:22](=O)[CH2:21][CH:20]2[N:24](C(OCC3C=CC=CC=3)=O)[CH:16]1[CH2:17][O:18][CH2:19]2. (4) Given the product [CH2:15]1[O:23][C:22]2[CH:21]=[CH:20][C:19]([CH:24]3[C:36]4[NH:35][C:34]5[C:29](=[CH:30][CH:31]=[CH:32][CH:33]=5)[C:28]=4[CH:27]([OH:6])[CH2:26][N:25]3[C:37]3[N:38]=[CH:39][C:40]([C:43]4[CH:54]=[CH:53][C:57]([O:56][CH3:55])=[CH:47][CH:48]=4)=[CH:41][N:42]=3)=[CH:18][C:17]=2[O:16]1, predict the reactants needed to synthesize it. The reactants are: C(C1C(=O)C(Cl)=C(Cl)C(=[O:6])C=1C#N)#N.[CH2:15]1[O:23][C:22]2[CH:21]=[CH:20][C:19]([CH:24]3[C:36]4[NH:35][C:34]5[C:29](=[CH:30][CH:31]=[CH:32][CH:33]=5)[C:28]=4[CH2:27][CH2:26][N:25]3[C:37]3[N:42]=[CH:41][C:40]([C:43]4[CH:48]=[CH:47]C(OC)=C(OC)C=4)=[CH:39][N:38]=3)=[CH:18][C:17]=2[O:16]1.[CH2:53]1[CH2:57][O:56][CH2:55][CH2:54]1.O. (5) Given the product [NH3:12].[F:1][C:2]1[CH:7]=[CH:6][CH:5]=[CH:4][C:3]=1[S:8]([NH:12][C:13]1[CH:14]=[CH:15][C:16](=[O:20])[N:17]([CH3:19])[CH:18]=1)(=[O:10])=[O:9], predict the reactants needed to synthesize it. The reactants are: [F:1][C:2]1[CH:7]=[CH:6][CH:5]=[CH:4][C:3]=1[S:8](Cl)(=[O:10])=[O:9].[NH2:12][C:13]1[CH:14]=[CH:15][C:16](=[O:20])[N:17]([CH3:19])[CH:18]=1. (6) Given the product [Cl:1][C:2]1[CH:3]=[CH:4][C:5]([CH:8]2[CH2:12][N:11]([C:34](=[O:35])[C:33]3[CH:37]=[CH:38][C:30]([F:29])=[CH:31][C:32]=3[CH3:39])[CH2:10][CH:9]2[N:13]([CH3:28])[C:14](=[O:27])[C:15]2[CH:20]=[CH:19][C:18]([O:21][CH3:22])=[C:17]([C:23]([F:24])([F:25])[F:26])[CH:16]=2)=[CH:6][CH:7]=1, predict the reactants needed to synthesize it. The reactants are: [Cl:1][C:2]1[CH:7]=[CH:6][C:5]([CH:8]2[CH2:12][NH:11][CH2:10][CH:9]2[N:13]([CH3:28])[C:14](=[O:27])[C:15]2[CH:20]=[CH:19][C:18]([O:21][CH3:22])=[C:17]([C:23]([F:26])([F:25])[F:24])[CH:16]=2)=[CH:4][CH:3]=1.[F:29][C:30]1[CH:38]=[CH:37][C:33]([C:34](O)=[O:35])=[C:32]([CH3:39])[CH:31]=1. (7) Given the product [F:1][C:2]1[CH:3]=[C:4]([CH:17]=[CH:18][C:19]=1[S:20]([CH3:23])(=[O:21])=[O:22])[O:5][CH2:6][CH2:7][CH2:8][CH:9]1[CH2:14][CH2:13][N:12]([C:15]2[O:24][N:25]=[C:26]([CH2:27][CH2:28][CH3:29])[N:16]=2)[CH2:11][CH2:10]1, predict the reactants needed to synthesize it. The reactants are: [F:1][C:2]1[CH:3]=[C:4]([CH:17]=[CH:18][C:19]=1[S:20]([CH3:23])(=[O:22])=[O:21])[O:5][CH2:6][CH2:7][CH2:8][CH:9]1[CH2:14][CH2:13][N:12]([C:15]#[N:16])[CH2:11][CH2:10]1.[OH:24][NH:25][C:26](=N)[CH2:27][CH2:28][CH3:29].